Dataset: HIV replication inhibition screening data with 41,000+ compounds from the AIDS Antiviral Screen. Task: Binary Classification. Given a drug SMILES string, predict its activity (active/inactive) in a high-throughput screening assay against a specified biological target. (1) The compound is CCn1nc(C)c2c1C(=O)NC(C)C(=O)N2. The result is 0 (inactive). (2) The molecule is Nc1nc(O)ncc1F. The result is 0 (inactive). (3) The drug is CCCCc1ccc(-n2sc3ncccc3c2=O)cc1. The result is 1 (active). (4) The molecule is O=C1SC(c2ccccc2)(c2ccccc2)c2cscc21. The result is 0 (inactive). (5) The molecule is CCOC(=O)c1cc(NC(=O)N(CCC#N)CCN(C(=O)NC(Cc2ccccc2)C(=O)NC(CC(C)C)C(=O)NC)c2ccccc2)ccc1OC. The result is 0 (inactive).